Dataset: Reaction yield outcomes from USPTO patents with 853,638 reactions. Task: Predict the reaction yield, written as a fraction of the theoretical maximum amount of product (1.0 means a 100% yield; for example, 0.34 means a 34% yield). (1) The yield is 0.830. No catalyst specified. The reactants are Br[C:2]1[CH:3]=[N:4][CH:5]=[CH:6][CH:7]=1.[NH2:8][CH2:9][C:10]1[CH:11]=[N:12][CH:13]=[CH:14][CH:15]=1. The product is [N:4]1[CH:5]=[CH:6][CH:7]=[C:2]([NH:8][CH2:9][C:10]2[CH:11]=[N:12][CH:13]=[CH:14][CH:15]=2)[CH:3]=1. (2) The reactants are Cl[C:2]1[N:3]=[C:4]([N:14]2[CH2:19][CH2:18][O:17][CH2:16][CH2:15]2)[C:5]2[S:10][C:9]([CH2:11][NH:12][CH3:13])=[CH:8][C:6]=2[N:7]=1.[C:20](Cl)(=[O:22])[CH3:21].[NH:24]1[C:32]2[C:27](=[CH:28][C:29](B(O)O)=[CH:30][CH:31]=2)[CH:26]=[CH:25]1. No catalyst specified. The product is [NH:24]1[C:32]2[C:27](=[CH:28][C:29]([C:2]3[N:3]=[C:4]([N:14]4[CH2:19][CH2:18][O:17][CH2:16][CH2:15]4)[C:5]4[S:10][C:9]([CH2:11][N:12]([CH3:13])[C:20](=[O:22])[CH3:21])=[CH:8][C:6]=4[N:7]=3)=[CH:30][CH:31]=2)[CH:26]=[CH:25]1. The yield is 0.440.